This data is from Forward reaction prediction with 1.9M reactions from USPTO patents (1976-2016). The task is: Predict the product of the given reaction. (1) Given the reactants [C:1]([O:5][C:6]([C@:8]1([NH:22][C:23]([O:25][C:26]([CH3:29])([CH3:28])[CH3:27])=[O:24])[CH2:13][C@H:12]([OH:14])[C@@H:11]2[C@H:9]1[C@H:10]2[C:15]([O:17][C:18]([CH3:21])([CH3:20])[CH3:19])=[O:16])=[O:7])([CH3:4])([CH3:3])[CH3:2].[C:30]1([CH3:40])[CH:35]=[CH:34][C:33]([S:36](Cl)(=[O:38])=[O:37])=[CH:32][CH:31]=1.S([O-])(O)(=O)=O.[K+].O, predict the reaction product. The product is: [C:1]([O:5][C:6]([C@:8]1([NH:22][C:23]([O:25][C:26]([CH3:29])([CH3:28])[CH3:27])=[O:24])[CH2:13][C@H:12]([O:14][S:36]([C:33]2[CH:34]=[CH:35][C:30]([CH3:40])=[CH:31][CH:32]=2)(=[O:38])=[O:37])[C@@H:11]2[C@H:9]1[C@H:10]2[C:15]([O:17][C:18]([CH3:19])([CH3:20])[CH3:21])=[O:16])=[O:7])([CH3:2])([CH3:3])[CH3:4]. (2) The product is: [C:1]([O:4][CH2:5][CH:6]1[CH2:10][C:9]2[C:11]3[C:20]([C:21]([O:23][CH3:24])=[O:22])=[C:19]([C:25]4[CH:30]=[CH:29][C:28]([F:31])=[CH:27][CH:26]=4)[O:18][C:12]=3[CH:13]=[C:14]([NH2:15])[C:8]=2[O:7]1)(=[O:3])[CH3:2]. Given the reactants [C:1]([O:4][CH2:5][CH:6]1[CH2:10][C:9]2[C:11]3[C:20]([C:21]([O:23][CH3:24])=[O:22])=[C:19]([C:25]4[CH:30]=[CH:29][C:28]([F:31])=[CH:27][CH:26]=4)[O:18][C:12]=3[CH:13]=[C:14]([N+:15]([O-])=O)[C:8]=2[O:7]1)(=[O:3])[CH3:2], predict the reaction product. (3) Given the reactants [C:1]([C:3]1[C:4]([CH2:22][C:23]([CH3:26])([CH3:25])[CH3:24])=[N:5][C:6]([CH2:20][CH3:21])=[C:7]([C:12]=1[C:13]1[CH:18]=[CH:17][C:16]([CH3:19])=[CH:15][CH:14]=1)[C:8]([O:10][CH3:11])=[O:9])#[N:2].N, predict the reaction product. The product is: [NH2:2][CH2:1][C:3]1[C:4]([CH2:22][C:23]([CH3:24])([CH3:26])[CH3:25])=[N:5][C:6]([CH2:20][CH3:21])=[C:7]([C:12]=1[C:13]1[CH:14]=[CH:15][C:16]([CH3:19])=[CH:17][CH:18]=1)[C:8]([O:10][CH3:11])=[O:9]. (4) Given the reactants [O:1]=[C:2]1[CH:6]([NH:7]C(=O)OCC2C=CC=CC=2)[CH2:5][CH2:4][N:3]1[CH2:18][O:19][CH2:20][CH2:21][Si:22]([CH3:25])([CH3:24])[CH3:23].C([O-])=O.[NH4+], predict the reaction product. The product is: [NH2:7][CH:6]1[CH2:5][CH2:4][N:3]([CH2:18][O:19][CH2:20][CH2:21][Si:22]([CH3:24])([CH3:23])[CH3:25])[C:2]1=[O:1]. (5) The product is: [C:11]1([NH:17][C:18]([N:20]2[C:28]3[C:23](=[CH:24][C:25]([NH:29][C:6]4[C:5]([C:9]#[N:10])=[CH:4][N:3]=[C:2]([NH2:1])[CH:7]=4)=[CH:26][CH:27]=3)[CH:22]=[CH:21]2)=[O:19])[CH:12]=[CH:13][CH:14]=[CH:15][CH:16]=1. Given the reactants [NH2:1][C:2]1[CH:7]=[C:6](Cl)[C:5]([C:9]#[N:10])=[CH:4][N:3]=1.[C:11]1([NH:17][C:18]([N:20]2[C:28]3[C:23](=[CH:24][C:25]([NH2:29])=[CH:26][CH:27]=3)[CH:22]=[CH:21]2)=[O:19])[CH:16]=[CH:15][CH:14]=[CH:13][CH:12]=1.Cl.N1C=CC=CC=1.C(OCC)C, predict the reaction product. (6) Given the reactants [NH2:1][C:2]1[N:7]=[CH:6][N:5]=[C:4]([N:8]2[C:12]3[CH:13]=[C:14]([C:17]#[C:18][C:19]4([OH:26])[CH2:24][CH:23]5C[CH:20]4C[CH2:22]5)[CH:15]=[CH:16][C:11]=3[N:10]=[C:9]2[CH3:27])[N:3]=1.C(C1(O)CCC[O:32]C1)#C, predict the reaction product. The product is: [NH2:1][C:2]1[N:7]=[CH:6][N:5]=[C:4]([N:8]2[C:12]3[CH:13]=[C:14]([C:17]#[C:18][C:19]4([OH:26])[CH2:24][CH2:23][CH2:22][O:32][CH2:20]4)[CH:15]=[CH:16][C:11]=3[N:10]=[C:9]2[CH3:27])[N:3]=1. (7) Given the reactants Cl[C:2]1[N:14]=[C:13]([C:15]2[CH:20]=[CH:19][C:18]([CH3:21])=[C:17]([F:22])[CH:16]=2)[CH:12]=[CH:11][C:3]=1[C:4]([O:6][C:7]([CH3:10])([CH3:9])[CH3:8])=[O:5].[Br:23][C:24]1[CH:29]=[CH:28][C:27]([OH:30])=[C:26]([F:31])[CH:25]=1.C(=O)([O-])[O-].[K+].[K+], predict the reaction product. The product is: [Br:23][C:24]1[CH:29]=[CH:28][C:27]([O:30][C:2]2[N:14]=[C:13]([C:15]3[CH:20]=[CH:19][C:18]([CH3:21])=[C:17]([F:22])[CH:16]=3)[CH:12]=[CH:11][C:3]=2[C:4]([O:6][C:7]([CH3:10])([CH3:9])[CH3:8])=[O:5])=[C:26]([F:31])[CH:25]=1.